From a dataset of Retrosynthesis with 50K atom-mapped reactions and 10 reaction types from USPTO. Predict the reactants needed to synthesize the given product. (1) The reactants are: COc1cc2c(Oc3ccc4[nH]c(C)cc4c3F)ncnc2cc1O.OCCCBr. Given the product COc1cc2c(Oc3ccc4[nH]c(C)cc4c3F)ncnc2cc1OCCCBr, predict the reactants needed to synthesize it. (2) Given the product Cc1cc(-c2ccc(C(F)(F)F)cn2)ccc1C(CCC(F)(F)F)Nc1ccc(C(=O)N2CCC[C@@H](C(=O)O)C2)cc1, predict the reactants needed to synthesize it. The reactants are: CCOC(=O)[C@@H]1CCCN(C(=O)c2ccc(NC(CCC(F)(F)F)c3ccc(-c4ccc(C(F)(F)F)cn4)cc3C)cc2)C1. (3) Given the product Cc1cc(NC(=O)OC(C)(C)C)c(NC(=O)CC(=O)c2cccc(-c3ccnc(N4CCOCC4)c3)c2)cc1C(F)(F)F, predict the reactants needed to synthesize it. The reactants are: CC(C)(C)OC(=O)CC(=O)c1cccc(-c2ccnc(N3CCOCC3)c2)c1.Cc1cc(NC(=O)OC(C)(C)C)c(N)cc1C(F)(F)F. (4) Given the product NCCNC(=S)Nc1cccc2c1CC(=O)N2, predict the reactants needed to synthesize it. The reactants are: NCCN.O=C1Cc2c(N=C=S)cccc2N1. (5) Given the product CC(=O)Nc1cc(C(F)(F)F)c2nc(C(=O)N3CCC(N4CCOC4=O)CC3)c(Cl)n2c1, predict the reactants needed to synthesize it. The reactants are: CC(=O)Cl.Nc1cc(C(F)(F)F)c2nc(C(=O)N3CCC(N4CCOC4=O)CC3)c(Cl)n2c1. (6) The reactants are: Cc1c(C(=O)O)cc(-c2ccccc2)n1CCCN1CCOCC1.Nc1cccc(C(F)(F)F)c1. Given the product Cc1c(C(=O)Nc2cccc(C(F)(F)F)c2)cc(-c2ccccc2)n1CCCN1CCOCC1, predict the reactants needed to synthesize it. (7) Given the product Cc1cc(C)cc(C(=O)c2c(-c3ccc(OCCN(C)C)cc3)oc3ccccc23)c1, predict the reactants needed to synthesize it. The reactants are: CN(C)CCCl.Cc1cc(C)cc(C(=O)c2c(-c3ccc(O)cc3)oc3ccccc23)c1. (8) Given the product CCOc1ccc(C(CC)CC)c2c1nc(Oc1c(C)cc(Cl)cc1Cl)n2C, predict the reactants needed to synthesize it. The reactants are: CCOc1ccc(C(CC)CC)c2c1nc(Cl)n2C.Cc1cc(Cl)cc(Cl)c1O. (9) Given the product O=C(Nc1ccc(F)c(Cl)c1)c1ccc(-c2ccccc2)cc1, predict the reactants needed to synthesize it. The reactants are: Nc1ccc(F)c(Cl)c1.O=C(O)c1ccc(-c2ccccc2)cc1.